This data is from Catalyst prediction with 721,799 reactions and 888 catalyst types from USPTO. The task is: Predict which catalyst facilitates the given reaction. (1) Reactant: [H-].[Na+].[N+:3]([C:6]1[CH:14]=[C:13]2[C:9]([C:10]([C:15](=[O:23])[C:16]([N:18]3[CH2:22][CH2:21][CH2:20][CH2:19]3)=[O:17])=[CH:11][NH:12]2)=[CH:8][CH:7]=1)([O-:5])=[O:4].I[CH3:25]. The catalyst class is: 20. Product: [CH3:25][N:12]1[C:13]2[C:9](=[CH:8][CH:7]=[C:6]([N+:3]([O-:5])=[O:4])[CH:14]=2)[C:10]([C:15](=[O:23])[C:16]([N:18]2[CH2:22][CH2:21][CH2:20][CH2:19]2)=[O:17])=[CH:11]1. (2) Reactant: C(C=C)=O.[N+](C(C)C)([O-])=O.[CH3:11][C:12]([N+:18]([O-:20])=[O:19])([CH3:17])[CH2:13][CH2:14][CH:15]=[O:16].[Br:21]Br. Product: [CH3:11][C:12]([N+:18]([O-:20])=[O:19])([CH3:17])[CH2:13][CH2:14][CH:15]=[O:16].[Br:21][CH:14]([CH2:13][C:12]([CH3:17])([N+:18]([O-:20])=[O:19])[CH3:11])[CH:15]=[O:16]. The catalyst class is: 86. (3) Reactant: C(O[C:6](=O)[N:7]([C@H:9]1[CH2:14][CH2:13][C@H:12]([C:15]#[C:16][CH2:17][OH:18])[CH2:11][CH2:10]1)C)(C)(C)C.C(O)(C(F)(F)F)=O. Product: [CH3:6][NH:7][C@H:9]1[CH2:14][CH2:13][C@H:12]([C:15]#[C:16][CH2:17][OH:18])[CH2:11][CH2:10]1. The catalyst class is: 2. (4) Reactant: [CH2:1]([O:3][C:4]1[N:5]([C:15]2[CH:20]=[CH:19][C:18]([O:21][CH2:22][C:23]([F:26])([F:25])[F:24])=[CH:17][CH:16]=2)[C:6](=[O:14])[C:7]2[CH:12]=[CH:11][N:10]([CH3:13])[C:8]=2[N:9]=1)[CH3:2].[C:27]([OH:30])(=[O:29])[CH3:28].[C:27]([OH:30])(=[O:29])[CH3:28].I(C1C=CC=CC=1)=O. Product: [C:27]([O:30][C:11]1[N:10]([CH3:13])[C:8]2[N:9]=[C:4]([O:3][CH2:1][CH3:2])[N:5]([C:15]3[CH:20]=[CH:19][C:18]([O:21][CH2:22][C:23]([F:25])([F:26])[F:24])=[CH:17][CH:16]=3)[C:6](=[O:14])[C:7]=2[CH:12]=1)(=[O:29])[CH3:28]. The catalyst class is: 15. (5) The catalyst class is: 9. Reactant: Cl.Cl.[C:3]([C:7]1[CH:12]=[CH:11][CH:10]=[CH:9][C:8]=1[N:13]1[CH2:18][CH2:17][NH:16][CH2:15][CH2:14]1)([CH3:6])([CH3:5])[CH3:4].[C:19]1([N:25]2[CH2:32][CH2:31][CH2:30][C@H:26]2[C:27](O)=[O:28])[CH:24]=[CH:23][CH:22]=[CH:21][CH:20]=1.C(N(CC)CC)C.CCN=C=NCCCN(C)C.C1C=CC2N(O)N=NC=2C=1. Product: [C:3]([C:7]1[CH:12]=[CH:11][CH:10]=[CH:9][C:8]=1[N:13]1[CH2:18][CH2:17][N:16]([C:27](=[O:28])[C@@H:26]2[CH2:30][CH2:31][CH2:32][N:25]2[C:19]2[CH:24]=[CH:23][CH:22]=[CH:21][CH:20]=2)[CH2:15][CH2:14]1)([CH3:6])([CH3:4])[CH3:5].